Binary Classification. Given a drug SMILES string, predict its activity (active/inactive) in a high-throughput screening assay against a specified biological target. From a dataset of M1 muscarinic receptor antagonist screen with 61,756 compounds. (1) The drug is Brc1oc(C(=O)NCCC(O)=O)cc1. The result is 0 (inactive). (2) The molecule is S(c1n(Cc2ccccc2)c(nn1)c1nccnc1)C. The result is 0 (inactive). (3) The molecule is Fc1c(c2nc(on2)CCC(=O)NC2CCN(CC2)C(OCC)=O)cccc1. The result is 0 (inactive). (4) The molecule is Fc1c(c2oc(NCCc3ncccc3)c(n2)C#N)cccc1. The result is 0 (inactive).